Dataset: Full USPTO retrosynthesis dataset with 1.9M reactions from patents (1976-2016). Task: Predict the reactants needed to synthesize the given product. (1) Given the product [CH2:38]([O:37][C:36](=[O:40])[NH:1][CH2:2][C:3]1([CH2:7][O:8][C:9]2[C:10]([C:19]3[CH:27]=[CH:26][CH:25]=[C:24]4[C:20]=3[CH2:21][CH2:22][C:23]4=[O:28])=[CH:11][CH:12]=[C:13]([O:17][CH3:18])[C:14]=2[O:15][CH3:16])[CH2:4][O:5][CH2:6]1)[CH3:39], predict the reactants needed to synthesize it. The reactants are: [NH2:1][CH2:2][C:3]1([CH2:7][O:8][C:9]2[C:14]([O:15][CH3:16])=[C:13]([O:17][CH3:18])[CH:12]=[CH:11][C:10]=2[C:19]2[CH:27]=[CH:26][CH:25]=[C:24]3[C:20]=2[CH2:21][CH2:22][C:23]3=[O:28])[CH2:6][O:5][CH2:4]1.C(N(CC)CC)C.[C:36](Cl)(=[O:40])[O:37][CH2:38][CH3:39].COC1C(OC)=CC=C(C2C=CC=C3C=2CCC3=O)C=1OCC1(CNC(=O)C)COC1. (2) Given the product [F:14][C:8]1[CH:9]=[CH:10][C:11]([F:13])=[CH:12][C:7]=1[C:16]1[N:17]([C:21]([O:23][C:24]([CH3:27])([CH3:26])[CH3:25])=[O:22])[CH2:18][CH2:19][CH:20]=1, predict the reactants needed to synthesize it. The reactants are: C([Mg]Cl)(C)C.Br[C:7]1[CH:12]=[C:11]([F:13])[CH:10]=[CH:9][C:8]=1[F:14].O=[C:16]1[CH2:20][CH2:19][CH2:18][N:17]1[C:21]([O:23][C:24]([CH3:27])([CH3:26])[CH3:25])=[O:22]. (3) Given the product [F:36][C:33]1[CH:32]=[CH:31][C:30]([C:27]2[CH:26]=[CH:25][C:24]([C:20]3[O:21][C:22]([CH3:23])=[C:18]([CH2:17][CH2:16][O:15][C:12]4[CH:11]=[CH:10][C:9]([O:8][C:5]([CH3:7])([CH3:6])[C:4]([OH:37])=[O:3])=[CH:14][CH:13]=4)[N:19]=3)=[CH:29][CH:28]=2)=[CH:35][CH:34]=1, predict the reactants needed to synthesize it. The reactants are: C([O:3][C:4](=[O:37])[C:5]([O:8][C:9]1[CH:14]=[CH:13][C:12]([O:15][CH2:16][CH2:17][C:18]2[N:19]=[C:20]([C:24]3[CH:29]=[CH:28][C:27]([C:30]4[CH:35]=[CH:34][C:33]([F:36])=[CH:32][CH:31]=4)=[CH:26][CH:25]=3)[O:21][C:22]=2[CH3:23])=[CH:11][CH:10]=1)([CH3:7])[CH3:6])C.[OH-].[Li+].C(O)C.Cl. (4) Given the product [CH2:54]([O:61][C:62]([NH:64][CH2:65][CH2:66][CH2:67][CH2:68][CH2:69][C:70]([NH:23][CH2:24][CH2:25][CH2:26][C@@H:27]([NH:30][C:31](=[O:53])[CH2:32][C@H:33]([O:45][CH2:46][C:47]1[CH:52]=[CH:51][CH:50]=[CH:49][CH:48]=1)[CH2:34][CH2:35][CH2:36][CH2:37][CH2:38][CH2:39][CH2:40][CH2:41][CH2:42][CH2:43][CH3:44])[CH2:28][OH:29])=[O:71])=[O:63])[C:55]1[CH:60]=[CH:59][CH:58]=[CH:57][CH:56]=1, predict the reactants needed to synthesize it. The reactants are: CC(COC1N(C(OCC(C)C)=O)C2C(=CC=CC=2)C=C1)C.[NH2:23][CH2:24][CH2:25][CH2:26][C@@H:27]([NH:30][C:31](=[O:53])[CH2:32][C@H:33]([O:45][CH2:46][C:47]1[CH:52]=[CH:51][CH:50]=[CH:49][CH:48]=1)[CH2:34][CH2:35][CH2:36][CH2:37][CH2:38][CH2:39][CH2:40][CH2:41][CH2:42][CH2:43][CH3:44])[CH2:28][OH:29].[CH2:54]([O:61][C:62]([NH:64][CH2:65][CH2:66][CH2:67][CH2:68][CH2:69][C:70](O)=[O:71])=[O:63])[C:55]1[CH:60]=[CH:59][CH:58]=[CH:57][CH:56]=1. (5) Given the product [Cl:1][C:2]1[C:3]([Cl:13])=[N:4][CH:5]=[C:6]([CH:12]=1)[C:7]([OH:9])=[O:8], predict the reactants needed to synthesize it. The reactants are: [Cl:1][C:2]1[C:3]([Cl:13])=[N:4][CH:5]=[C:6]([CH:12]=1)[C:7]([O:9]CC)=[O:8].[OH-].[Na+]. (6) Given the product [Br:19][CH2:20][C:21]([N:2]([CH3:1])[C:3]1[CH:4]=[CH:5][C:6]([N+:9]([O-:11])=[O:10])=[CH:7][CH:8]=1)=[O:22], predict the reactants needed to synthesize it. The reactants are: [CH3:1][NH:2][C:3]1[CH:8]=[CH:7][C:6]([N+:9]([O-:11])=[O:10])=[CH:5][CH:4]=1.CCN(CC)CC.[Br:19][CH2:20][C:21](Br)=[O:22]. (7) Given the product [Cl:14][CH:10]([CH2:9][C:1](=[O:8])[C:2]1[CH:7]=[CH:6][CH:5]=[CH:4][CH:3]=1)[C:11]([O:13][CH2:15][CH3:16])=[O:12], predict the reactants needed to synthesize it. The reactants are: [C:1]([CH:9]=[CH:10][C:11]([OH:13])=[O:12])(=[O:8])[C:2]1[CH:7]=[CH:6][CH:5]=[CH:4][CH:3]=1.[ClH:14].[CH2:15](O)[CH3:16].